From a dataset of Catalyst prediction with 721,799 reactions and 888 catalyst types from USPTO. Predict which catalyst facilitates the given reaction. (1) Reactant: [OH:1][N:2]=[C:3]([C:5]1[CH:13]=[CH:12][C:8]2[O:9][CH2:10][O:11][C:7]=2[CH:6]=1)[NH2:4].C(N(CC)CC)C.[Cl:21][C:22]1[CH:27]=[CH:26][CH:25]=[CH:24][C:23]=1[C:28]1[C:32]([C:33](Cl)=[O:34])=[C:31]([CH2:36][O:37][CH3:38])[O:30][N:29]=1.CC1C=CC=C(C)C=1C(Cl)=O. Product: [Cl:21][C:22]1[CH:27]=[CH:26][CH:25]=[CH:24][C:23]=1[C:28]1[C:32]([C:33]([O:1]/[N:2]=[C:3](/[C:5]2[CH:13]=[CH:12][C:8]3[O:9][CH2:10][O:11][C:7]=3[CH:6]=2)\[NH2:4])=[O:34])=[C:31]([CH2:36][O:37][CH3:38])[O:30][N:29]=1. The catalyst class is: 1. (2) Reactant: [F:1][C:2]1[CH:7]=[C:6]([F:8])[CH:5]=[CH:4][C:3]=1[C:9]1[N:10]=[C:11]2[N:15]([C:16]=1[C:17]1[N:18]=[N:19][C:20]([NH:23][NH2:24])=[CH:21][CH:22]=1)[CH:14]=[CH:13][O:12]2.C([O-])([O-])=O.[Na+].[Na+].[N:31]#[C:32]Br. Product: [F:1][C:2]1[CH:7]=[C:6]([F:8])[CH:5]=[CH:4][C:3]=1[C:9]1[N:10]=[C:11]2[N:15]([C:16]=1[C:17]1[CH:22]=[CH:21][C:20]3[N:19]([C:32]([NH2:31])=[N:24][N:23]=3)[N:18]=1)[CH:14]=[CH:13][O:12]2. The catalyst class is: 5.